Task: Predict the reaction yield, written as a fraction of the theoretical maximum amount of product (1.0 means a 100% yield; for example, 0.34 means a 34% yield).. Dataset: Reaction yield outcomes from USPTO patents with 853,638 reactions (1) The reactants are [C:1]([O:5][C:6]1[CH:11]=[CH:10][CH:9]=[CH:8][C:7]=1[CH:12]=[CH:13][N+:14]([O-])=O)([CH3:4])([CH3:3])[CH3:2].[H-].[Al+3].[Li+].[H-].[H-].[H-]. The catalyst is O1CCCC1. The product is [C:1]([O:5][C:6]1[CH:11]=[CH:10][CH:9]=[CH:8][C:7]=1[CH2:12][CH2:13][NH2:14])([CH3:4])([CH3:3])[CH3:2]. The yield is 0.961. (2) The reactants are [F:1][C:2]([F:15])([F:14])[O:3][C:4]1[CH:13]=[CH:12][C:7]2[N:8]=[C:9]([NH2:11])[S:10][C:6]=2[CH:5]=1.[C:16]1([N:22]=[C:23]=[S:24])[CH:21]=[CH:20][CH:19]=[CH:18][CH:17]=1. No catalyst specified. The product is [C:16]1([NH:22][C:23]([NH:11][C:9]2[S:10][C:6]3[CH:5]=[C:4]([O:3][C:2]([F:1])([F:14])[F:15])[CH:13]=[CH:12][C:7]=3[N:8]=2)=[S:24])[CH:21]=[CH:20][CH:19]=[CH:18][CH:17]=1. The yield is 0.220.